From a dataset of Reaction yield outcomes from USPTO patents with 853,638 reactions. Predict the reaction yield, written as a fraction of the theoretical maximum amount of product (1.0 means a 100% yield; for example, 0.34 means a 34% yield). (1) The reactants are [Br:1][C:2]1[S:6][C:5]([S:7](Cl)(=[O:9])=[O:8])=[CH:4][CH:3]=1.[CH2:11]([NH2:14])[CH2:12][NH2:13].O. The catalyst is C(Cl)Cl. The product is [NH2:13][CH2:12][CH2:11][NH:14][S:7]([C:5]1[S:6][C:2]([Br:1])=[CH:3][CH:4]=1)(=[O:9])=[O:8]. The yield is 0.920. (2) The reactants are Cl.O1CCOCC1.[F:8][C:9]([F:47])([C:41]1[CH:46]=[CH:45][CH:44]=[CH:43][CH:42]=1)[CH2:10][NH:11][C:12]1[C:13]([F:40])=[C:14]([CH2:19][C:20]([NH:22][CH2:23][C:24]2[C:25]([CH3:39])=[N:26][C:27]([NH:31]C(OC(C)(C)C)=O)=[CH:28][C:29]=2[CH3:30])=[O:21])[C:15]([Cl:18])=[CH:16][CH:17]=1. No catalyst specified. The product is [ClH:18].[NH2:31][C:27]1[N:26]=[C:25]([CH3:39])[C:24]([CH2:23][NH:22][C:20](=[O:21])[CH2:19][C:14]2[C:15]([Cl:18])=[CH:16][CH:17]=[C:12]([NH:11][CH2:10][C:9]([F:8])([F:47])[C:41]3[CH:42]=[CH:43][CH:44]=[CH:45][CH:46]=3)[C:13]=2[F:40])=[C:29]([CH3:30])[CH:28]=1. The yield is 0.770. (3) The reactants are C(N[CH:5]([CH3:7])[CH3:6])(C)C.C([Li])CCC.[C:13]([C:16]1[C:17](=[O:24])[O:18]C(C)=[CH:20][C:21]=1[OH:22])(=[O:15])[CH3:14].CI. The yield is 0.470. The catalyst is O1CCCC1.CN(C)P(N(C)C)(N(C)C)=O. The product is [C:13]([C:16]1[C:17](=[O:18])[O:24][C:7]([CH2:5][CH3:6])=[CH:20][C:21]=1[OH:22])(=[O:15])[CH3:14]. (4) The reactants are [CH3:1][C:2]([CH3:10])([CH:4]([OH:9])[CH2:5][CH2:6][CH2:7][CH3:8])[CH3:3].[Cr](Cl)([O-])(=O)=O.[NH+]1C=CC=CC=1. The catalyst is C(Cl)Cl. The product is [CH3:1][C:2]([CH3:10])([C:4](=[O:9])[CH2:5][CH2:6][CH2:7][CH3:8])[CH3:3]. The yield is 0.880.